This data is from Catalyst prediction with 721,799 reactions and 888 catalyst types from USPTO. The task is: Predict which catalyst facilitates the given reaction. (1) Reactant: [CH3:1][C:2]([SH:5])([CH3:4])[CH3:3].[H-].[Na+].F[C:9]1[CH:14]=[CH:13][CH:12]=[CH:11][C:10]=1[C:15]1[N:27]([CH3:28])[C:18]2=[N:19][CH:20]=[C:21]([C:23]([F:26])([F:25])[F:24])[CH:22]=[C:17]2[N:16]=1.C(=O)([O-])O.[Na+]. Product: [C:2]([S:5][C:9]1[CH:14]=[CH:13][CH:12]=[CH:11][C:10]=1[C:15]1[N:27]([CH3:28])[C:18]2=[N:19][CH:20]=[C:21]([C:23]([F:26])([F:24])[F:25])[CH:22]=[C:17]2[N:16]=1)([CH3:4])([CH3:3])[CH3:1]. The catalyst class is: 3. (2) Reactant: [CH3:1][O:2][C@H:3]1[C@@H:8]([NH:9][C@@H:10]2[CH2:17][C@H:13]3[O:14][CH2:15][CH2:16][C@@:12]3([C:18]([N:20]3[CH2:29][CH2:28][C:27]4[N:26]=[CH:25][C:24]([C:30]([F:33])([F:32])[F:31])=[CH:23][C:22]=4[CH2:21]3)=[O:19])[CH2:11]2)[CH2:7][CH2:6][O:5][CH2:4]1.[C:34]([OH:41])(=[O:40])[CH2:35][CH2:36][C:37]([OH:39])=[O:38].C. Product: [C:34]([OH:41])(=[O:40])[CH2:35][CH2:36][C:37]([OH:39])=[O:38].[CH3:1][O:2][C@H:3]1[C@@H:8]([NH:9][C@@H:10]2[CH2:17][C@H:13]3[O:14][CH2:15][CH2:16][C@@:12]3([C:18]([N:20]3[CH2:29][CH2:28][C:27]4[N:26]=[CH:25][C:24]([C:30]([F:33])([F:31])[F:32])=[CH:23][C:22]=4[CH2:21]3)=[O:19])[CH2:11]2)[CH2:7][CH2:6][O:5][CH2:4]1. The catalyst class is: 5. (3) Reactant: Cl[C:2]1[C:7]([C:8]([O:10][CH3:11])=[O:9])=[CH:6][CH:5]=[C:4]([C:12]2[CH:17]=[CH:16][CH:15]=[CH:14][CH:13]=2)[N:3]=1.[CH3:18][C:19]1[CH:24]=[C:23]([CH3:25])[CH:22]=[C:21]([CH3:26])[C:20]=1[OH:27].C(=O)([O-])[O-].[Cs+].[Cs+]. Product: [C:12]1([C:4]2[N:3]=[C:2]([O:27][C:20]3[C:21]([CH3:26])=[CH:22][C:23]([CH3:25])=[CH:24][C:19]=3[CH3:18])[C:7]([C:8]([O:10][CH3:11])=[O:9])=[CH:6][CH:5]=2)[CH:17]=[CH:16][CH:15]=[CH:14][CH:13]=1. The catalyst class is: 3. (4) Product: [CH:1]12[CH2:7][CH:4]([CH2:5][CH2:6]1)[CH2:3][CH:2]2[CH2:8][C:9]([NH:38][C:23]1[C:24]([C:34]([F:35])([F:36])[F:37])=[CH:25][C:26]([N:28]2[CH2:33][CH2:32][O:31][CH2:30][CH2:29]2)=[CH:27][C:22]=1[CH3:21])=[O:11]. The catalyst class is: 9. Reactant: [CH:1]12[CH2:7][CH:4]([CH2:5][CH2:6]1)[CH2:3][CH:2]2[CH2:8][C:9]([OH:11])=O.C(N(CC)C(C)C)(C)C.[CH3:21][C:22]1[CH:27]=[C:26]([N:28]2[CH2:33][CH2:32][O:31][CH2:30][CH2:29]2)[CH:25]=[C:24]([C:34]([F:37])([F:36])[F:35])[C:23]=1[NH2:38].C(OCC)(=O)C. (5) Reactant: [Cr](Cl)([O-])(=O)=O.[NH+]1C=CC=CC=1.[CH3:12][O:13][C:14](=[O:38])[C:15]1[CH:20]=[C:19]([CH:21]([C:23]2[CH:28]=[CH:27][C:26]([Br:29])=[CH:25][N:24]=2)[OH:22])[CH:18]=[CH:17][C:16]=1[C:30](=[O:37])[C:31]1[CH:36]=[CH:35][CH:34]=[CH:33][CH:32]=1. Product: [CH3:12][O:13][C:14](=[O:38])[C:15]1[CH:20]=[C:19]([C:21](=[O:22])[C:23]2[CH:28]=[CH:27][C:26]([Br:29])=[CH:25][N:24]=2)[CH:18]=[CH:17][C:16]=1[C:30](=[O:37])[C:31]1[CH:36]=[CH:35][CH:34]=[CH:33][CH:32]=1. The catalyst class is: 91. (6) Reactant: [N-:1]=[N+:2]=[N-:3].[Na+].Br[CH2:6][C:7]1[CH:8]=[C:9]([CH:14]=[CH:15][CH:16]=1)[C:10]([O:12][CH3:13])=[O:11]. Product: [CH3:13][O:12][C:10](=[O:11])[C:9]1[CH:14]=[CH:15][CH:16]=[C:7]([CH2:6][N:1]=[N+:2]=[N-:3])[CH:8]=1. The catalyst class is: 44.